From a dataset of Forward reaction prediction with 1.9M reactions from USPTO patents (1976-2016). Predict the product of the given reaction. (1) Given the reactants [NH:1]1[CH:5]=[C:4]([C:6]2[C:7]3[CH:14]=[CH:13][N:12]([CH2:15][O:16][CH2:17][CH2:18][Si:19]([CH3:22])([CH3:21])[CH3:20])[C:8]=3[N:9]=[CH:10][N:11]=2)[CH:3]=[N:2]1.[C:23](#[N:31])[CH:24]=[CH:25][CH2:26][CH2:27][CH2:28][CH2:29][CH3:30].N12CCCN=C1CCCCC2.C(#N)C, predict the reaction product. The product is: [CH3:20][Si:19]([CH3:22])([CH3:21])[CH2:18][CH2:17][O:16][CH2:15][N:12]1[C:8]2[N:9]=[CH:10][N:11]=[C:6]([C:4]3[CH:5]=[N:1][N:2]([CH:25]([CH2:26][CH2:27][CH2:28][CH2:29][CH3:30])[CH2:24][C:23]#[N:31])[CH:3]=3)[C:7]=2[CH:14]=[CH:13]1. (2) Given the reactants [F:1][C:2]1[CH:3]=[C:4]([C:8]2[C:12]3[CH:13]=[N:14][CH:15]=[CH:16][C:11]=3[N:10](C(C3C=CC=CC=3)(C3C=CC=CC=3)C3C=CC=CC=3)[N:9]=2)[CH:5]=[CH:6][CH:7]=1.FC(F)(F)C(O)=O.C(=O)([O-])O.[Na+], predict the reaction product. The product is: [F:1][C:2]1[CH:3]=[C:4]([C:8]2[C:12]3[CH:13]=[N:14][CH:15]=[CH:16][C:11]=3[NH:10][N:9]=2)[CH:5]=[CH:6][CH:7]=1. (3) Given the reactants C([O:4][C:5]1[CH:12]=[CH:11][C:8]([CH:9]=[CH2:10])=[CH:7][CH:6]=1)(=O)C.CO.COCC(O)C.Cl, predict the reaction product. The product is: [OH:4][C:5]1[CH:12]=[CH:11][C:8]([CH:9]=[CH2:10])=[CH:7][CH:6]=1. (4) Given the reactants C[N:2](C)/[CH:3]=[CH:4]/[C:5]([C:7]1[C:12](=[O:13])[CH:11]=[CH:10][N:9]([C:14]2[CH:19]=[CH:18][CH:17]=[C:16]([S:20]([CH3:23])(=[O:22])=[O:21])[CH:15]=2)[N:8]=1)=O.[O:25]1[C:30]2[CH:31]=[CH:32][CH:33]=[C:34]([NH:35]N)[C:29]=2[O:28][CH2:27][CH2:26]1, predict the reaction product. The product is: [O:25]1[C:30]2[CH:31]=[CH:32][CH:33]=[C:34]([N:35]3[C:5]([C:7]4[C:12](=[O:13])[CH:11]=[CH:10][N:9]([C:14]5[CH:19]=[CH:18][CH:17]=[C:16]([S:20]([CH3:23])(=[O:22])=[O:21])[CH:15]=5)[N:8]=4)=[CH:4][CH:3]=[N:2]3)[C:29]=2[O:28][CH2:27][CH2:26]1. (5) Given the reactants [Cl:1][C:2]1[CH:3]=[CH:4][N:5]2[CH:10]=[C:9]([CH3:11])[NH:8][C:7](=[O:12])[C:6]=12.[F:13][C:14]1[CH:15]=[C:16](B(O)O)[CH:17]=[CH:18][CH:19]=1.N1C=CC=CC=1, predict the reaction product. The product is: [Cl:1][C:2]1[CH:3]=[CH:4][N:5]2[CH:10]=[C:9]([CH3:11])[N:8]([C:18]3[CH:17]=[CH:16][CH:15]=[C:14]([F:13])[CH:19]=3)[C:7](=[O:12])[C:6]=12. (6) Given the reactants [C:1]([O:5][C:6]([N:8]1[CH2:13][CH2:12][O:11][CH2:10][CH:9]1[C:14](=[O:40])[NH:15][C:16]1[CH:21]=[CH:20][C:19]([C:22]#[C:23][C:24]2[C:25]([C:32]3[CH:37]=[C:36]([Cl:38])[CH:35]=[CH:34][C:33]=3[OH:39])=[N:26][N:27]([CH2:29][CH2:30][OH:31])[CH:28]=2)=[CH:18][CH:17]=1)=[O:7])([CH3:4])([CH3:3])[CH3:2].NC1C=CC(C#CC2C(C3C=C(Cl)C=CC=3O)=NN(CCO)C=2)=CC=1.C(OC(N1CCOC[C@H]1C(O)=O)=O)(C)(C)C, predict the reaction product. The product is: [C:1]([O:5][C:6]([N:8]1[CH2:13][CH2:12][O:11][CH2:10][C@H:9]1[C:14](=[O:40])[NH:15][C:16]1[CH:17]=[CH:18][C:19]([C:22]#[C:23][C:24]2[C:25]([C:32]3[CH:37]=[C:36]([Cl:38])[CH:35]=[CH:34][C:33]=3[OH:39])=[N:26][N:27]([CH2:29][CH2:30][OH:31])[CH:28]=2)=[CH:20][CH:21]=1)=[O:7])([CH3:4])([CH3:2])[CH3:3].